From a dataset of Human liver microsome stability data. Regression/Classification. Given a drug SMILES string, predict its absorption, distribution, metabolism, or excretion properties. Task type varies by dataset: regression for continuous measurements (e.g., permeability, clearance, half-life) or binary classification for categorical outcomes (e.g., BBB penetration, CYP inhibition). Dataset: hlm. (1) The compound is CCS(=O)(=O)c1cccc(-c2cccc(-c3c(C)cnc4c(C(F)(F)F)cccc34)c2)c1. The result is 0 (unstable in human liver microsomes). (2) The drug is CC(C)N1C[C@@H]2C[C@H]1CN2c1cc(F)c(-c2ccnc3c(-c4cccc5[nH]ncc45)c(-c4ccncc4)nn23)c(F)c1. The result is 1 (stable in human liver microsomes). (3) The compound is CC(C)S(=O)(=O)c1ccn([C@@H](CC2CCCC2)C(=O)Nc2ccn(C)n2)c(=O)c1. The result is 0 (unstable in human liver microsomes). (4) The result is 0 (unstable in human liver microsomes). The molecule is O=C(c1ccc2c(c1)OCO2)c1c[nH]c(-c2c[nH]c3ccccc23)n1.